Dataset: Reaction yield outcomes from USPTO patents with 853,638 reactions. Task: Predict the reaction yield, written as a fraction of the theoretical maximum amount of product (1.0 means a 100% yield; for example, 0.34 means a 34% yield). (1) The reactants are [C:1]([C:3]1[CH:8]=[CH:7][CH:6]=[CH:5][C:4]=1[C:9]1[CH:14]=[CH:13][C:12]([CH2:15][CH:16]([C:22](=O)[CH2:23][CH2:24][CH3:25])[C:17](OCC)=[O:18])=[CH:11][CH:10]=1)#[N:2].[O:27]1[C:31]2([CH2:36][CH2:35][CH:34]([NH:37][C:38]3[NH:42][CH:41]=[N:40][N:39]=3)[CH2:33][CH2:32]2)[O:30][CH2:29][CH2:28]1. No catalyst specified. The product is [O:27]1[C:31]2([CH2:32][CH2:33][CH:34]([N:37]3[C:17](=[O:18])[C:16]([CH2:15][C:12]4[CH:13]=[CH:14][C:9]([C:4]5[C:3]([C:1]#[N:2])=[CH:8][CH:7]=[CH:6][CH:5]=5)=[CH:10][CH:11]=4)=[C:22]([CH2:23][CH2:24][CH3:25])[N:39]4[N:40]=[CH:41][N:42]=[C:38]34)[CH2:35][CH2:36]2)[O:30][CH2:29][CH2:28]1. The yield is 0.560. (2) The reactants are C(OP([CH2:9][C:10]([O:12][CH2:13][CH3:14])=[O:11])(OCC)=O)C.[H-].[Na+].[O:17]=[C:18]1[C:23]([CH2:24][C:25]2[CH:30]=[CH:29][C:28]([C:31]3[C:32]([C:37]#[N:38])=[CH:33][CH:34]=[CH:35][CH:36]=3)=[CH:27][CH:26]=2)=[C:22]([CH2:39][CH2:40][CH3:41])[N:21]2[N:42]=[CH:43][N:44]=[C:20]2[N:19]1[CH:45]1[CH2:50][CH2:49][C:48](=O)[CH2:47][CH2:46]1. The catalyst is O1CCCC1. The product is [CH2:13]([O:12][C:10](=[O:11])[CH:9]=[C:48]1[CH2:47][CH2:46][CH:45]([N:19]2[C:18](=[O:17])[C:23]([CH2:24][C:25]3[CH:30]=[CH:29][C:28]([C:31]4[CH:36]=[CH:35][CH:34]=[CH:33][C:32]=4[C:37]#[N:38])=[CH:27][CH:26]=3)=[C:22]([CH2:39][CH2:40][CH3:41])[N:21]3[N:42]=[CH:43][N:44]=[C:20]23)[CH2:50][CH2:49]1)[CH3:14]. The yield is 0.860. (3) The reactants are [Cl:1][C:2]1[N:7]=[CH:6][C:5]([C:8]2[CH:9]=[CH:10][C:11]3[N:12]([C:14](I)=[C:15]([NH:17][C:18](=[O:20])[CH3:19])[N:16]=3)[N:13]=2)=[CH:4][C:3]=1[NH:22][S:23]([CH3:26])(=[O:25])=[O:24].CS(C)=O.[F:31][C:32]1[CH:33]=[C:34](B(O)O)[CH:35]=[CH:36][CH:37]=1.C(=O)([O-])[O-].[Na+].[Na+]. The catalyst is C1C=CC(P(C2C=CC=CC=2)[C-]2C=CC=C2)=CC=1.C1C=CC(P(C2C=CC=CC=2)[C-]2C=CC=C2)=CC=1.Cl[Pd]Cl.[Fe+2]. The product is [Cl:1][C:2]1[N:7]=[CH:6][C:5]([C:8]2[CH:9]=[CH:10][C:11]3[N:12]([C:14]([C:36]4[CH:35]=[CH:34][CH:33]=[C:32]([F:31])[CH:37]=4)=[C:15]([NH:17][C:18](=[O:20])[CH3:19])[N:16]=3)[N:13]=2)=[CH:4][C:3]=1[NH:22][S:23]([CH3:26])(=[O:25])=[O:24]. The yield is 0.620. (4) The reactants are [F:1][C:2]1[CH:22]=[CH:21][C:5]([CH2:6][N:7]2[CH:16]=[CH:15][C:14]3[C:9](=[CH:10][CH:11]=[C:12]4[NH:19][CH:18]=[CH:17][C:13]4=3)[C:8]2=[O:20])=[CH:4][CH:3]=1.[H-].[Na+].CC1C=CC(S(O[CH2:36][C@@H:37]2[CH2:41][CH2:40][CH2:39][N:38]2[C:42]([O:44][C:45]([CH3:48])([CH3:47])[CH3:46])=[O:43])(=O)=O)=CC=1.Cl. The catalyst is CN(C=O)C. The product is [F:1][C:2]1[CH:3]=[CH:4][C:5]([CH2:6][N:7]2[CH:16]=[CH:15][C:14]3[C:9](=[CH:10][CH:11]=[C:12]4[N:19]([CH2:36][C@@H:37]5[CH2:41][CH2:40][CH2:39][N:38]5[C:42]([O:44][C:45]([CH3:46])([CH3:48])[CH3:47])=[O:43])[CH:18]=[CH:17][C:13]4=3)[C:8]2=[O:20])=[CH:21][CH:22]=1. The yield is 1.00. (5) The reactants are [CH3:1][O:2][C:3]1[CH:10]=[CH:9][CH:8]=[CH:7][C:4]=1[CH:5]=O.C(O[C:14](=[O:18])[CH2:15][C:16]#[N:17])C.[CH:19]1([NH:22][C:23]([NH2:25])=[NH:24])[CH2:21][CH2:20]1.Cl.C(=O)([O-])[O-].[K+].[K+]. The catalyst is C(O)C. The product is [C:16]([C:15]1[C:14](=[O:18])[NH:25][C:23]([NH:22][CH:19]2[CH2:21][CH2:20]2)=[N:24][C:5]=1[C:4]1[CH:7]=[CH:8][CH:9]=[CH:10][C:3]=1[O:2][CH3:1])#[N:17]. The yield is 0.420.